This data is from Forward reaction prediction with 1.9M reactions from USPTO patents (1976-2016). The task is: Predict the product of the given reaction. Given the reactants Br[C:2]1[CH:7]=[CH:6][C:5]([F:8])=[CH:4][C:3]=1[F:9].[C:10]([O:14][C:15]([N:17]1[CH2:22][CH2:21][C:20](=[O:23])[CH2:19][CH2:18]1)=[O:16])([CH3:13])([CH3:12])[CH3:11].[Cl-].[NH4+], predict the reaction product. The product is: [C:10]([O:14][C:15]([N:17]1[CH2:22][CH2:21][C:20]([C:2]2[CH:7]=[CH:6][C:5]([F:8])=[CH:4][C:3]=2[F:9])([OH:23])[CH2:19][CH2:18]1)=[O:16])([CH3:13])([CH3:11])[CH3:12].